Dataset: Reaction yield outcomes from USPTO patents with 853,638 reactions. Task: Predict the reaction yield, written as a fraction of the theoretical maximum amount of product (1.0 means a 100% yield; for example, 0.34 means a 34% yield). (1) The reactants are I[C:2]1[CH:7]=[C:6]([O:8][CH3:9])[CH:5]=[C:4]([O:10][CH3:11])[CH:3]=1.[OH:12][CH2:13][C@@H:14]1[C@:23]2([CH3:24])[C@H:18]([C:19]([CH3:26])([CH3:25])[CH2:20][CH2:21][CH2:22]2)[CH2:17][CH2:16][C@@:15]1([CH3:28])[OH:27].C([O-])([O-])=O.[Cs+].[Cs+].COCCOCCOC. The catalyst is CCOC(C)=O.[Cu]I.C1(C)C=CC=CC=1. The product is [CH3:9][O:8][C:6]1[CH:7]=[C:2]([CH:3]=[C:4]([O:10][CH3:11])[CH:5]=1)[O:12][CH2:13][C@@H:14]1[C@:23]2([CH3:24])[C@H:18]([C:19]([CH3:26])([CH3:25])[CH2:20][CH2:21][CH2:22]2)[CH2:17][CH2:16][C@@:15]1([CH3:28])[OH:27]. The yield is 0.700. (2) The reactants are [CH2:1]([O:3][C:4](=[O:23])[C:5]([OH:22])([C:18]([F:21])([F:20])[F:19])[CH2:6][C:7]([C:9]1[CH:14]=[C:13]([F:15])[CH:12]=[CH:11][C:10]=1[O:16][CH3:17])=[CH2:8])[CH3:2].II.I[CH2:27]I. The catalyst is CCOCC.CCOC(C)=O.[Cu].[Zn]. The product is [CH2:1]([O:3][C:4](=[O:23])[C:5]([CH2:6][C:7]1([C:9]2[CH:14]=[C:13]([F:15])[CH:12]=[CH:11][C:10]=2[O:16][CH3:17])[CH2:27][CH2:8]1)([OH:22])[C:18]([F:19])([F:20])[F:21])[CH3:2]. The yield is 0.760. (3) The reactants are [Cl:1][C:2]1[CH:10]=[CH:9][C:8]([N:11]([CH3:20])[S:12]([C:15]2[S:16][CH:17]=[CH:18][CH:19]=2)(=[O:14])=[O:13])=[C:7]2[C:3]=1[CH:4]=[C:5]([C:21]1[S:22][C:23]([CH2:26]O)=[CH:24][N:25]=1)[NH:6]2.O1[CH2:32][CH2:31]CC1.S(Cl)(Cl)=O.[OH2:37]. No catalyst specified. The product is [C:7]([N:6]1[CH2:32][CH2:31][N:25]([CH2:26][C:23]2[S:22][C:21]([C:5]3[NH:6][C:7]4[C:3]([CH:4]=3)=[C:2]([Cl:1])[CH:10]=[CH:9][C:8]=4[N:11]([CH3:20])[S:12]([C:15]3[S:16][CH:17]=[CH:18][CH:19]=3)(=[O:14])=[O:13])=[N:25][CH:24]=2)[CH2:21][CH2:5]1)(=[O:37])[CH3:3]. The yield is 0.250. (4) The yield is 0.540. The reactants are [CH3:1][S:2]([N:5]1[CH2:9][C@H:8]([S:10]CC2C=CC(OC)=CC=2)[CH2:7][C@H:6]1[CH2:20][O:21][C:22]1[CH:27]=[CH:26][CH:25]=[CH:24][CH:23]=1)(=[O:4])=[O:3].C([SiH](CC)CC)C. No catalyst specified. The product is [CH3:1][S:2]([N:5]1[C@H:6]([CH2:20][O:21][C:22]2[CH:23]=[CH:24][CH:25]=[CH:26][CH:27]=2)[CH2:7][C@@H:8]([SH:10])[CH2:9]1)(=[O:3])=[O:4].